From a dataset of Full USPTO retrosynthesis dataset with 1.9M reactions from patents (1976-2016). Predict the reactants needed to synthesize the given product. Given the product [CH2:1]([O:8][C:9]1[C:13]([C:14]#[N:15])=[C:12]([O:22][CH3:21])[N:11]([CH3:20])[N:10]=1)[C:2]1[CH:7]=[CH:6][CH:5]=[CH:4][CH:3]=1, predict the reactants needed to synthesize it. The reactants are: [CH2:1]([O:8][C:9]1[C:13]([C:14]#[N:15])=[C:12](S(C)(=O)=O)[N:11]([CH3:20])[N:10]=1)[C:2]1[CH:7]=[CH:6][CH:5]=[CH:4][CH:3]=1.[CH3:21][O-:22].[Na+].O.